From a dataset of Forward reaction prediction with 1.9M reactions from USPTO patents (1976-2016). Predict the product of the given reaction. (1) Given the reactants [C:1]([C:3]1[N:4]=[C:5]([CH:8]2[CH2:13][CH2:12][N:11]([C:14]([O:16][C:17]([CH3:20])([CH3:19])[CH3:18])=[O:15])[CH2:10][CH2:9]2)[S:6][CH:7]=1)#[CH:2].Br[C:22]1[CH:27]=[CH:26][C:25]([CH2:28][C:29]([NH:31][NH:32][C:33]([O:35][C:36]([CH3:39])([CH3:38])[CH3:37])=[O:34])=[O:30])=[CH:24][CH:23]=1.C#C, predict the reaction product. The product is: [C:36]([O:35][C:33]([NH:32][NH:31][C:29]([CH2:28][C:25]1[CH:24]=[CH:23][C:22]([C:2]#[C:1][C:3]2[N:4]=[C:5]([CH:8]3[CH2:13][CH2:12][N:11]([C:14]([O:16][C:17]([CH3:20])([CH3:19])[CH3:18])=[O:15])[CH2:10][CH2:9]3)[S:6][CH:7]=2)=[CH:27][CH:26]=1)=[O:30])=[O:34])([CH3:39])([CH3:37])[CH3:38]. (2) The product is: [ClH:33].[ClH:33].[CH2:15]([NH:24][C:11](=[NH:12])[NH:10][C:9](=[NH:13])[N:8]([CH3:14])[CH2:1][C:2]1[CH:3]=[CH:4][CH:5]=[CH:6][CH:7]=1)[CH2:16][CH2:17][CH2:18][CH2:19][CH2:20][CH2:21][CH2:22][CH3:23]. Given the reactants [CH2:1]([N:8]([CH3:14])[C:9]([NH2:13])=[N:10][C:11]#[N:12])[C:2]1[CH:7]=[CH:6][CH:5]=[CH:4][CH:3]=1.[CH2:15]([NH2:24])[CH2:16][CH2:17][CH2:18][CH2:19][CH2:20][CH2:21][CH2:22][CH3:23].C1(C)C(C)=CC=CC=1.[ClH:33], predict the reaction product. (3) Given the reactants [CH3:1][C:2]1[CH:7]=[C:6]([CH3:8])[CH:5]=[C:4]([CH3:9])[C:3]=1[N:10]=[C:11]([C:13]1[CH:18]=[CH:17][CH:16]=[C:15]([C:19](=O)[CH3:20])[N:14]=1)[CH3:12].[C:22]([C:26]1[CH:27]=[C:28]([CH:30]=[C:31]([C:33]([CH3:36])([CH3:35])[CH3:34])[CH:32]=1)[NH2:29])([CH3:25])([CH3:24])[CH3:23], predict the reaction product. The product is: [CH3:1][C:2]1[CH:7]=[C:6]([CH3:8])[CH:5]=[C:4]([CH3:9])[C:3]=1[N:10]=[C:11]([C:13]1[CH:18]=[CH:17][CH:16]=[C:15]([C:19](=[N:29][C:28]2[CH:30]=[C:31]([C:33]([CH3:35])([CH3:34])[CH3:36])[CH:32]=[C:26]([C:22]([CH3:25])([CH3:24])[CH3:23])[CH:27]=2)[CH3:20])[N:14]=1)[CH3:12]. (4) Given the reactants C1([C:9]([O-:11])=O)C=C(C)C=C(C)C=1.[NH2:12][N+:13]1[CH:18]=[CH:17][N:16]=[CH:15][C:14]=1[NH2:19].[CH:20]([N:23]([CH:26](C)C)CC)(C)C.CCN=C=N[CH2:34][CH2:35][CH2:36][N:37]([CH3:39])C.[ClH:40], predict the reaction product. The product is: [Cl:40][C:15]1[C:14]2[N:13]([N:12]=[C:20]([NH:23][C:26]3[CH:39]=[N:37][C:36]([O:11][CH3:9])=[CH:35][CH:34]=3)[N:19]=2)[CH:18]=[CH:17][N:16]=1. (5) The product is: [CH2:6]1[C:7]2=[CH:15][C:14]3[CH:13]=[CH:12][CH:11]=[CH:10][C:9]=3[N:8]2[CH2:16][CH2:17][N:5]1[C:3](=[O:4])[CH:2]([N:26]1[CH2:27][CH2:28][N:23]([CH3:22])[CH2:24][CH2:25]1)[CH3:18]. Given the reactants Cl[CH:2]([CH3:18])[C:3]([N:5]1[CH2:17][CH2:16][N:8]2[C:9]3[CH:10]=[CH:11][CH:12]=[CH:13][C:14]=3[CH:15]=[C:7]2[CH2:6]1)=[O:4].C(#N)C.[CH3:22][N:23]1[CH2:28][CH2:27][NH:26][CH2:25][CH2:24]1, predict the reaction product.